From a dataset of Acute oral toxicity (LD50) regression data from Zhu et al.. Regression/Classification. Given a drug SMILES string, predict its toxicity properties. Task type varies by dataset: regression for continuous values (e.g., LD50, hERG inhibition percentage) or binary classification for toxic/non-toxic outcomes (e.g., AMES mutagenicity, cardiotoxicity, hepatotoxicity). Dataset: ld50_zhu. (1) The drug is Oc1ccc2ccccc2c1Cl. The rat oral LD50 is 1.89, given as -log10 of the dose in mol/kg body weight (higher means more acutely toxic). (2) The rat oral LD50 is 2.94, given as -log10 of the dose in mol/kg body weight (higher means more acutely toxic). The compound is CCN(CC)c1cc(C)nc2ncnn12.